From a dataset of Catalyst prediction with 721,799 reactions and 888 catalyst types from USPTO. Predict which catalyst facilitates the given reaction. Reactant: [NH:1]1[C:5]2[CH:6]=[CH:7][CH:8]=[CH:9][C:4]=2[N:3]=[C:2]1[N:10]([CH2:21][C:22]1[CH:31]=[CH:30][C:25]([C:26]([O:28][CH3:29])=[O:27])=[CH:24][CH:23]=1)[CH:11]1[CH2:16][CH2:15][CH:14]([C:17]([CH3:20])([CH3:19])[CH3:18])[CH2:13][CH2:12]1.[H-].[Na+].Br[CH2:35][CH2:36][O:37][Si:38]([CH3:41])([CH3:40])[CH3:39]. Product: [C:17]([CH:14]1[CH2:15][CH2:16][CH:11]([N:10]([CH2:21][C:22]2[CH:31]=[CH:30][C:25]([C:26]([O:28][CH3:29])=[O:27])=[CH:24][CH:23]=2)[C:2]2[N:3]([CH2:35][CH2:36][O:37][Si:38]([CH3:41])([CH3:40])[CH3:39])[C:4]3[CH:9]=[CH:8][CH:7]=[CH:6][C:5]=3[N:1]=2)[CH2:12][CH2:13]1)([CH3:18])([CH3:19])[CH3:20]. The catalyst class is: 118.